Dataset: Full USPTO retrosynthesis dataset with 1.9M reactions from patents (1976-2016). Task: Predict the reactants needed to synthesize the given product. (1) Given the product [ClH:15].[NH2:1][C:2]1[CH:7]=[C:6]([CH2:8][Cl:15])[CH:5]=[CH:4][C:3]=1[C:10](=[O:12])[CH3:11], predict the reactants needed to synthesize it. The reactants are: [NH2:1][C:2]1[CH:7]=[C:6]([CH2:8]O)[CH:5]=[CH:4][C:3]=1[C:10](=[O:12])[CH3:11].S(Cl)([Cl:15])=O. (2) Given the product [CH3:18][N:19]([CH3:21])[CH:20]=[C:9]([C:8](=[O:15])[C:4]1[CH:5]=[CH:6][CH:7]=[C:2]([F:1])[CH:3]=1)[C:10]([O:12][CH2:13][CH3:14])=[O:11], predict the reactants needed to synthesize it. The reactants are: [F:1][C:2]1[CH:3]=[C:4]([C:8](=[O:15])[CH2:9][C:10]([O:12][CH2:13][CH3:14])=[O:11])[CH:5]=[CH:6][CH:7]=1.CO[CH:18](OC)[N:19]([CH3:21])[CH3:20]. (3) Given the product [S:43]1[C:47]([C:2]2[C:10]3[C:5](=[CH:6][CH:7]=[C:8]([C:11]#[N:12])[CH:9]=3)[NH:4][N:3]=2)=[CH:46][C:45]2[CH:51]=[CH:52][CH:53]=[CH:54][C:44]1=2, predict the reactants needed to synthesize it. The reactants are: Br[C:2]1[C:10]2[C:5](=[CH:6][CH:7]=[C:8]([C:11]#[N:12])[CH:9]=2)[N:4](C(OC(C)(C)C)=O)[N:3]=1.C(P(C(C)(C)C)C1C=CC=CC=1C1C=CC=CC=1)(C)(C)C.[F-].[K+].[S:43]1[C:47](B(O)O)=[CH:46][C:45]2[CH:51]=[CH:52][CH:53]=[CH:54][C:44]1=2. (4) Given the product [I-:27].[C:22]([CH2:21][CH2:20][CH2:19][C:16]1[CH:15]=[CH:14][C:13]([N:8]2[C:9](=[O:12])[C:10]3[C:6](=[CH:5][CH:4]=[C:3]([NH+:2]([CH3:25])[CH3:1])[CH:11]=3)[CH2:7]2)=[CH:18][CH:17]=1)([OH:24])=[O:23], predict the reactants needed to synthesize it. The reactants are: [CH3:1][N:2]([CH3:25])[C:3]1[CH:11]=[C:10]2[C:6]([CH2:7][N:8]([C:13]3[CH:18]=[CH:17][C:16]([CH2:19][CH2:20][CH2:21][C:22]([OH:24])=[O:23])=[CH:15][CH:14]=3)[C:9]2=[O:12])=[CH:5][CH:4]=1.C[I:27]. (5) Given the product [C:1]([O:5][C:6](=[O:16])[NH:7][C:8]1[S:9][CH:10]=[C:11]([C:13]([OH:15])([CH3:17])[CH3:14])[N:12]=1)([CH3:4])([CH3:2])[CH3:3], predict the reactants needed to synthesize it. The reactants are: [C:1]([O:5][C:6](=[O:16])[NH:7][C:8]1[S:9][CH:10]=[C:11]([C:13](=[O:15])[CH3:14])[N:12]=1)([CH3:4])([CH3:3])[CH3:2].[CH3:17][Mg]Br.[Cl-].[NH4+].